Dataset: Catalyst prediction with 721,799 reactions and 888 catalyst types from USPTO. Task: Predict which catalyst facilitates the given reaction. (1) Reactant: [CH2:1]([CH2:3][NH2:4])[OH:2].[Cl:5][C:6]1[CH:7]=[C:8]([C@@H:13]2[CH2:15][O:14]2)[CH:9]=[CH:10][C:11]=1[Cl:12]. Product: [Cl:5][C:6]1[CH:7]=[C:8]([C@@H:13]([OH:14])[CH2:15][NH:4][CH2:3][CH2:1][OH:2])[CH:9]=[CH:10][C:11]=1[Cl:12]. The catalyst class is: 32. (2) Reactant: [CH:1]1[CH:2]=[CH:3][C:4]2[C:5](=[CH:7][CH:8]=[CH:9][C:10]=2[OH:11])[CH:6]=1.[NH4+].[N+]([O-])([O-])=[O:14].[Ce].O. Product: [C:7]1(=[O:14])[C:5]2[C:4](=[CH:3][CH:2]=[CH:1][CH:6]=2)[C:10](=[O:11])[CH:9]=[CH:8]1. The catalyst class is: 10. (3) Reactant: [C:1]([C:5]1[CH:6]=[C:7]([NH2:22])[N:8]([C:10]2[CH:15]=[CH:14][CH:13]=[C:12]([O:16][CH2:17][CH2:18][N:19]([CH3:21])[CH3:20])[CH:11]=2)[N:9]=1)([CH3:4])([CH3:3])[CH3:2].CCN(C(C)C)C(C)C.[Cl:32][C:33]([Cl:40])([Cl:39])[CH2:34][O:35][C:36](Cl)=[O:37]. Product: [Cl:32][C:33]([Cl:40])([Cl:39])[CH2:34][O:35][C:36](=[O:37])[NH:22][C:7]1[N:8]([C:10]2[CH:15]=[CH:14][CH:13]=[C:12]([O:16][CH2:17][CH2:18][N:19]([CH3:20])[CH3:21])[CH:11]=2)[N:9]=[C:5]([C:1]([CH3:4])([CH3:2])[CH3:3])[CH:6]=1. The catalyst class is: 1. (4) Reactant: [CH3:1][O:2][C:3]1[CH:8]=[CH:7][C:6]([N:9]2[CH2:14][CH2:13][C:12](=O)[CH2:11][CH2:10]2)=[CH:5][CH:4]=1.[NH:16]1[CH2:20][CH2:19][C@@H:18]([NH:21][C:22](=[O:28])[O:23][C:24]([CH3:27])([CH3:26])[CH3:25])[CH2:17]1.CCOCC. Product: [CH3:1][O:2][C:3]1[CH:8]=[CH:7][C:6]([N:9]2[CH2:14][CH2:13][CH:12]([N:16]3[CH2:20][CH2:19][C@@H:18]([NH:21][C:22](=[O:28])[O:23][C:24]([CH3:26])([CH3:25])[CH3:27])[CH2:17]3)[CH2:11][CH2:10]2)=[CH:5][CH:4]=1. The catalyst class is: 5. (5) Reactant: [NH2:1][CH2:2][CH2:3][NH:4][C:5]1[N:13]=[C:12]([Cl:14])[N:11]=[C:10]2[C:6]=1[N:7]=[CH:8][N:9]2[CH:15]1[CH2:19][CH2:18][CH2:17][CH2:16]1.CO.[Cl:22][C:23]1[CH:24]=[C:25]([CH:28]=[CH:29][CH:30]=1)[CH:26]=O.[BH3-]C#N.[Na+]. Product: [Cl:14][C:12]1[N:11]=[C:10]2[C:6]([N:7]=[CH:8][N:9]2[CH:15]2[CH2:19][CH2:18][CH2:17][CH2:16]2)=[C:5]([NH:4][CH2:3][CH2:2][NH:1][CH2:26][C:25]2[CH:28]=[CH:29][CH:30]=[C:23]([Cl:22])[CH:24]=2)[N:13]=1. The catalyst class is: 15. (6) Reactant: [CH:1]([C:3]1[N:4]=[CH:5][C:6]([NH:9][C:10](=[O:27])[CH:11]([NH:15][C:16](=[O:26])[CH2:17][C:18]2[CH:23]=[C:22]([F:24])[CH:21]=[C:20]([F:25])[CH:19]=2)[CH2:12][CH2:13][CH3:14])=[N:7][CH:8]=1)=O.[CH2:28]([N:35]1[CH2:39][CH2:38][CH:37]([NH2:40])[CH2:36]1)[C:29]1[CH:34]=[CH:33][CH:32]=[CH:31][CH:30]=1.C(O)(=O)C.S([O-])([O-])(=O)=O.[Na+].[Na+].C(O[BH-](OC(=O)C)OC(=O)C)(=O)C.[Na+]. Product: [CH2:28]([N:35]1[CH2:39][CH2:38][CH:37]([NH:40][CH2:1][C:3]2[N:4]=[CH:5][C:6]([NH:9][C:10](=[O:27])[CH:11]([NH:15][C:16](=[O:26])[CH2:17][C:18]3[CH:23]=[C:22]([F:24])[CH:21]=[C:20]([F:25])[CH:19]=3)[CH2:12][CH2:13][CH3:14])=[N:7][CH:8]=2)[CH2:36]1)[C:29]1[CH:30]=[CH:31][CH:32]=[CH:33][CH:34]=1. The catalyst class is: 4. (7) Product: [F:4][C:5]1[CH:6]=[C:7]([C:11](=[O:13])[CH:12]=[N:17][OH:18])[CH:8]=[CH:9][CH:10]=1. The catalyst class is: 127. Reactant: [Se](=O)=O.[F:4][C:5]1[CH:6]=[C:7]([C:11](=[O:13])[CH3:12])[CH:8]=[CH:9][CH:10]=1.CC(=[N:17][OH:18])C. (8) Product: [N:22]1([S:19]([N:16]2[CH2:15][CH2:14][CH:13]([CH2:12][C:9]3[CH:10]=[CH:11][C:6]([NH2:5])=[CH:7][CH:8]=3)[CH2:18][CH2:17]2)(=[O:21])=[O:20])[CH2:23][CH2:24][CH2:25][CH2:26][CH2:27]1. Reactant: FC(F)(F)C([NH:5][C:6]1[CH:11]=[CH:10][C:9]([CH2:12][CH:13]2[CH2:18][CH2:17][N:16]([S:19]([N:22]3[CH2:27][CH2:26][CH2:25][CH2:24][CH2:23]3)(=[O:21])=[O:20])[CH2:15][CH2:14]2)=[CH:8][CH:7]=1)=O.[OH-].[Li+]. The catalyst class is: 24. (9) Reactant: [C:1]([O:5][C:6](=[O:16])[NH:7][C:8]1([C:11]2[S:12][CH:13]=[CH:14][CH:15]=2)[CH2:10][CH2:9]1)([CH3:4])([CH3:3])[CH3:2].C([Li])CCC.[CH2:22]([Sn:26](Cl)([CH2:31][CH2:32][CH2:33][CH3:34])[CH2:27][CH2:28][CH2:29][CH3:30])[CH2:23][CH2:24][CH3:25]. Product: [C:1]([O:5][C:6](=[O:16])[NH:7][C:8]1([C:11]2[S:12][C:13]([Sn:26]([CH2:27][CH2:28][CH2:29][CH3:30])([CH2:31][CH2:32][CH2:33][CH3:34])[CH2:22][CH2:23][CH2:24][CH3:25])=[CH:14][CH:15]=2)[CH2:9][CH2:10]1)([CH3:4])([CH3:2])[CH3:3]. The catalyst class is: 7.